Regression. Given two drug SMILES strings and cell line genomic features, predict the synergy score measuring deviation from expected non-interaction effect. From a dataset of NCI-60 drug combinations with 297,098 pairs across 59 cell lines. (1) Drug 1: CC1=C2C(C(=O)C3(C(CC4C(C3C(C(C2(C)C)(CC1OC(=O)C(C(C5=CC=CC=C5)NC(=O)OC(C)(C)C)O)O)OC(=O)C6=CC=CC=C6)(CO4)OC(=O)C)O)C)O. Drug 2: C(CN)CNCCSP(=O)(O)O. Cell line: A498. Synergy scores: CSS=-0.939, Synergy_ZIP=-0.658, Synergy_Bliss=-1.40, Synergy_Loewe=-11.1, Synergy_HSA=-3.27. (2) Drug 1: CC=C1C(=O)NC(C(=O)OC2CC(=O)NC(C(=O)NC(CSSCCC=C2)C(=O)N1)C(C)C)C(C)C. Drug 2: C1=NC2=C(N1)C(=S)N=CN2. Cell line: CCRF-CEM. Synergy scores: CSS=53.5, Synergy_ZIP=-0.784, Synergy_Bliss=1.55, Synergy_Loewe=5.95, Synergy_HSA=4.46. (3) Drug 1: C1=NC2=C(N=C(N=C2N1C3C(C(C(O3)CO)O)F)Cl)N. Drug 2: CCC1(C2=C(COC1=O)C(=O)N3CC4=CC5=C(C=CC(=C5CN(C)C)O)N=C4C3=C2)O.Cl. Cell line: TK-10. Synergy scores: CSS=28.0, Synergy_ZIP=-10.8, Synergy_Bliss=-6.89, Synergy_Loewe=-5.33, Synergy_HSA=-4.36. (4) Drug 1: C1CCC(C1)C(CC#N)N2C=C(C=N2)C3=C4C=CNC4=NC=N3. Drug 2: C1=CN(C(=O)N=C1N)C2C(C(C(O2)CO)O)O.Cl. Cell line: HCT116. Synergy scores: CSS=45.1, Synergy_ZIP=-3.08, Synergy_Bliss=-3.84, Synergy_Loewe=-38.3, Synergy_HSA=-4.60. (5) Drug 1: CC1=C2C(C(=O)C3(C(CC4C(C3C(C(C2(C)C)(CC1OC(=O)C(C(C5=CC=CC=C5)NC(=O)OC(C)(C)C)O)O)OC(=O)C6=CC=CC=C6)(CO4)OC(=O)C)OC)C)OC. Drug 2: C(=O)(N)NO. Cell line: RXF 393. Synergy scores: CSS=19.3, Synergy_ZIP=-11.8, Synergy_Bliss=-13.6, Synergy_Loewe=-20.7, Synergy_HSA=-8.79. (6) Drug 1: CC1=C(C=C(C=C1)NC2=NC=CC(=N2)N(C)C3=CC4=NN(C(=C4C=C3)C)C)S(=O)(=O)N.Cl. Drug 2: CC1C(C(CC(O1)OC2CC(CC3=C2C(=C4C(=C3O)C(=O)C5=C(C4=O)C(=CC=C5)OC)O)(C(=O)C)O)N)O.Cl. Cell line: K-562. Synergy scores: CSS=32.3, Synergy_ZIP=0.974, Synergy_Bliss=2.44, Synergy_Loewe=-2.92, Synergy_HSA=3.43. (7) Drug 1: CC1OCC2C(O1)C(C(C(O2)OC3C4COC(=O)C4C(C5=CC6=C(C=C35)OCO6)C7=CC(=C(C(=C7)OC)O)OC)O)O. Drug 2: CC(C)(C#N)C1=CC(=CC(=C1)CN2C=NC=N2)C(C)(C)C#N. Cell line: HOP-92. Synergy scores: CSS=30.5, Synergy_ZIP=-12.4, Synergy_Bliss=-4.75, Synergy_Loewe=-5.72, Synergy_HSA=-3.51. (8) Drug 1: C(=O)(N)NO. Drug 2: C1CC(=O)NC(=O)C1N2C(=O)C3=CC=CC=C3C2=O. Cell line: LOX IMVI. Synergy scores: CSS=3.77, Synergy_ZIP=-2.62, Synergy_Bliss=-4.97, Synergy_Loewe=-0.530, Synergy_HSA=-2.73. (9) Drug 1: CC1C(C(=O)NC(C(=O)N2CCCC2C(=O)N(CC(=O)N(C(C(=O)O1)C(C)C)C)C)C(C)C)NC(=O)C3=C4C(=C(C=C3)C)OC5=C(C(=O)C(=C(C5=N4)C(=O)NC6C(OC(=O)C(N(C(=O)CN(C(=O)C7CCCN7C(=O)C(NC6=O)C(C)C)C)C)C(C)C)C)N)C. Drug 2: C1CN(P(=O)(OC1)NCCCl)CCCl. Cell line: PC-3. Synergy scores: CSS=4.18, Synergy_ZIP=-1.97, Synergy_Bliss=-1.66, Synergy_Loewe=-3.89, Synergy_HSA=-0.412.